Dataset: Peptide-MHC class II binding affinity with 134,281 pairs from IEDB. Task: Regression. Given a peptide amino acid sequence and an MHC pseudo amino acid sequence, predict their binding affinity value. This is MHC class II binding data. The peptide sequence is VGQMLMLVNDRLLDI. The MHC is DRB1_0701 with pseudo-sequence DRB1_0701. The binding affinity (normalized) is 0.939.